From a dataset of Catalyst prediction with 721,799 reactions and 888 catalyst types from USPTO. Predict which catalyst facilitates the given reaction. Reactant: [CH2:1]([NH:3][CH2:4][CH2:5][C:6]([OH:8])=[O:7])[CH3:2].Cl.[C:10]([C:12]1[CH:20]=[CH:19][C:15]([C:16](Cl)=[O:17])=[CH:14][CH:13]=1)#[N:11]. The catalyst class is: 91. Product: [CH2:1]([N:3]([C:16](=[O:17])[C:15]1[CH:19]=[CH:20][C:12]([C:10]#[N:11])=[CH:13][CH:14]=1)[CH2:4][CH2:5][C:6]([OH:8])=[O:7])[CH3:2].